This data is from Reaction yield outcomes from USPTO patents with 853,638 reactions. The task is: Predict the reaction yield, written as a fraction of the theoretical maximum amount of product (1.0 means a 100% yield; for example, 0.34 means a 34% yield). (1) The reactants are [CH3:1][O:2][C:3](=[O:23])[NH:4][CH:5]([C:9]([N:11]1[CH2:15][CH2:14][CH2:13][CH:12]1[C:16]1[NH:17][C:18]([C:21]#[CH:22])=[CH:19][N:20]=1)=[O:10])[CH:6]([CH3:8])[CH3:7].[CH3:24][O:25][C:26](=[O:51])[NH:27][CH:28]([C:32]([N:34]1[CH2:38][CH2:37][CH2:36][CH:35]1[C:39]1[NH:40][C:41]([C:44]2[CH:49]=[CH:48][C:47](Br)=[CH:46][CH:45]=2)=[CH:42][N:43]=1)=[O:33])[CH:29]([CH3:31])[CH3:30].C(N(CC)CC)C.O. The catalyst is CN(C=O)C.C1C=CC([P]([Pd]([P](C2C=CC=CC=2)(C2C=CC=CC=2)C2C=CC=CC=2)([P](C2C=CC=CC=2)(C2C=CC=CC=2)C2C=CC=CC=2)[P](C2C=CC=CC=2)(C2C=CC=CC=2)C2C=CC=CC=2)(C2C=CC=CC=2)C2C=CC=CC=2)=CC=1.[Cu]I. The product is [CH3:1][O:2][C:3](=[O:23])[NH:4][CH:5]([C:9]([N:11]1[CH2:15][CH2:14][CH2:13][CH:12]1[C:16]1[NH:17][C:18]([C:21]#[C:22][C:47]2[CH:48]=[CH:49][C:44]([C:41]3[NH:40][C:39]([CH:35]4[CH2:36][CH2:37][CH2:38][N:34]4[C:32](=[O:33])[CH:28]([NH:27][C:26]([O:25][CH3:24])=[O:51])[CH:29]([CH3:31])[CH3:30])=[N:43][CH:42]=3)=[CH:45][CH:46]=2)=[CH:19][N:20]=1)=[O:10])[CH:6]([CH3:8])[CH3:7]. The yield is 0.240. (2) The catalyst is C(Cl)Cl. The yield is 0.645. The reactants are [C:1]([N:8]([C:21]1[NH:25][C:24]2[C:26]([C@H:41]3[CH2:45][CH2:44][CH2:43][O:42]3)=[C:27]([F:40])[C:28]([C:30]3[CH:31]=[N:32][C:33]([C:36]([OH:39])([CH3:38])[CH3:37])=[N:34][CH:35]=3)=[CH:29][C:23]=2[N:22]=1)[C:9](=[O:20])[N:10]([C:13]([O:15][C:16]([CH3:19])([CH3:18])[CH3:17])=[O:14])[CH2:11][CH3:12])([O:3][C:4]([CH3:7])([CH3:6])[CH3:5])=[O:2].N1C=NN=N1.CC(N([P:58]([O:67][CH2:68][C:69]1[CH:74]=[CH:73][CH:72]=[CH:71][CH:70]=1)[O:59]CC1C=CC=CC=1)C(C)C)C.C1C=C(Cl)C=C(C(OO)=[O:83])C=1. The product is [CH2:68]([O:67][P:58]([OH:59])([O:42][CH2:41][C:26]1[CH:24]=[CH:23][CH:29]=[CH:28][CH:27]=1)=[O:83])[C:69]1[CH:70]=[CH:71][CH:72]=[CH:73][CH:74]=1.[C:1]([N:8]([C:21]1[NH:25][C:24]2[C:26]([C@H:41]3[CH2:45][CH2:44][CH2:43][O:42]3)=[C:27]([F:40])[C:28]([C:30]3[CH:31]=[N:32][C:33]([C:36]([OH:39])([CH3:38])[CH3:37])=[N:34][CH:35]=3)=[CH:29][C:23]=2[N:22]=1)[C:9](=[O:20])[N:10]([C:13]([O:15][C:16]([CH3:17])([CH3:19])[CH3:18])=[O:14])[CH2:11][CH3:12])([O:3][C:4]([CH3:5])([CH3:6])[CH3:7])=[O:2]. (3) The reactants are C(N(CC)CC)C.[N:8]1([C:14]2[N:19]=[CH:18][C:17]([S:20](Cl)(=[O:22])=[O:21])=[CH:16][CH:15]=2)[CH2:13][CH2:12][O:11][CH2:10][CH2:9]1.[CH:24]([O:37][C:38]1[C:39]2[C:51](=[O:52])[N:50]([CH2:53][C:54]3[CH:59]=[CH:58][C:57]([F:60])=[CH:56][CH:55]=3)[CH2:49][C:40]=2[C:41]([OH:48])=[C:42]2[C:47]=1[N:46]=[CH:45][CH:44]=[CH:43]2)([C:31]1[CH:36]=[CH:35][CH:34]=[CH:33][CH:32]=1)[C:25]1[CH:30]=[CH:29][CH:28]=[CH:27][CH:26]=1.CCOC(C)=O.CCCCCC. The catalyst is CN(C1C=CN=CC=1)C.CCOC(C)=O. The product is [CH:24]([O:37][C:38]1[C:39]2[C:51](=[O:52])[N:50]([CH2:53][C:54]3[CH:59]=[CH:58][C:57]([F:60])=[CH:56][CH:55]=3)[CH2:49][C:40]=2[C:41]([O:48][S:20]([C:17]2[CH:18]=[N:19][C:14]([N:8]3[CH2:9][CH2:10][O:11][CH2:12][CH2:13]3)=[CH:15][CH:16]=2)(=[O:22])=[O:21])=[C:42]2[C:47]=1[N:46]=[CH:45][CH:44]=[CH:43]2)([C:25]1[CH:30]=[CH:29][CH:28]=[CH:27][CH:26]=1)[C:31]1[CH:32]=[CH:33][CH:34]=[CH:35][CH:36]=1. The yield is 0.590. (4) The reactants are [Cl:1][C:2]1[S:6][C:5]([S:7]([NH:10][C@H:11]([CH:19]([OH:21])[CH3:20])[C@H:12]([CH3:18])[CH2:13][C:14]([F:17])([F:16])[F:15])(=[O:9])=[O:8])=[CH:4][CH:3]=1.CC(OI1(OC(C)=O)(OC(C)=O)OC(=O)C2C=CC=CC1=2)=O.S([O-])([O-])(=O)=S.[Na+].[Na+]. The catalyst is C(Cl)Cl.CCOCC.C(=O)(O)[O-].[Na+].O.CCOC(C)=O.CCCCCC. The product is [C:19]([C@@H:11]([NH:10][S:7]([C:5]1[S:6][C:2]([Cl:1])=[CH:3][CH:4]=1)(=[O:9])=[O:8])[C@H:12]([CH3:18])[CH2:13][C:14]([F:17])([F:16])[F:15])(=[O:21])[CH3:20]. The yield is 0.731. (5) The reactants are C[N+]1([O-])CC[O:5][CH2:4]C1.C=C1C[N:12]([C:14]([O:16][C:17]([CH3:20])([CH3:19])[CH3:18])=[O:15])C1.[CH3:21][C:22]([CH3:24])=[O:23]. The catalyst is O.[O-][Os]([O-])(=O)=O.[K+].[K+]. The product is [OH:23][C:22]1([CH2:4][OH:5])[CH2:24][N:12]([C:14]([O:16][C:17]([CH3:20])([CH3:19])[CH3:18])=[O:15])[CH2:21]1. The yield is 0.420.